Dataset: Catalyst prediction with 721,799 reactions and 888 catalyst types from USPTO. Task: Predict which catalyst facilitates the given reaction. (1) Reactant: [CH2:1]([S:8][CH:9]([CH:38](OC)[O:39]C)[CH2:10][NH:11][C:12]([C:14]1[NH:15][C:16]2[C:21]([CH:22]=1)=[CH:20][C:19]([O:23][C:24]([F:27])([F:26])[F:25])=[CH:18][C:17]=2[N:28]([CH3:37])[S:29]([C:32]1[S:33][CH:34]=[CH:35][CH:36]=1)(=[O:31])=[O:30])=[O:13])[C:2]1[CH:7]=[CH:6][CH:5]=[CH:4][CH:3]=1.O. Product: [CH2:1]([S:8][CH:9]([CH:38]=[O:39])[CH2:10][NH:11][C:12]([C:14]1[NH:15][C:16]2[C:21]([CH:22]=1)=[CH:20][C:19]([O:23][C:24]([F:26])([F:27])[F:25])=[CH:18][C:17]=2[N:28]([CH3:37])[S:29]([C:32]1[S:33][CH:34]=[CH:35][CH:36]=1)(=[O:31])=[O:30])=[O:13])[C:2]1[CH:3]=[CH:4][CH:5]=[CH:6][CH:7]=1. The catalyst class is: 21. (2) Reactant: [NH2:1][C:2]1[N:10]=[C:9]([F:11])[N:8]=[C:7]2[C:3]=1[N:4]=[C:5]([CH2:19][C:20]1[C:28]([I:29])=[CH:27][C:23]3[O:24][CH2:25][O:26][C:22]=3[CH:21]=1)[N:6]2[CH2:12][CH2:13][CH2:14][CH2:15][CH:16]([OH:18])C.[C:30]([O-])([O-])=O.[Ca+2].[S:35](Cl)(=[O:38])(=[O:37])[NH2:36]. Product: [NH2:1][C:2]1[N:10]=[C:9]([F:11])[N:8]=[C:7]2[C:3]=1[N:4]=[C:5]([CH2:19][C:20]1[C:28]([I:29])=[CH:27][C:23]3[O:24][CH2:25][O:26][C:22]=3[CH:21]=1)[N:6]2[CH:12]([CH3:30])[CH2:13][CH2:14][CH2:15][CH2:16][O:18][S:35](=[O:38])(=[O:37])[NH2:36]. The catalyst class is: 3. (3) Reactant: C(OC([NH:8][C:9]1[O:17][C:16]2[C:11](=[N:12][CH:13]=[C:14]([CH3:18])[CH:15]=2)[C:10]=1[C:19]([NH:21][C:22]1[CH:23]=[N:24][CH:25]=[CH:26][C:27]=1[N:28]1[CH2:33][C@H:32]([CH3:34])[CH2:31][C@H:30]([NH:35]C(=O)OC(C)(C)C)[CH2:29]1)=[O:20])=O)(C)(C)C.Cl.O1CCOCC1. The catalyst class is: 5. Product: [NH2:8][C:9]1[O:17][C:16]2[C:11](=[N:12][CH:13]=[C:14]([CH3:18])[CH:15]=2)[C:10]=1[C:19]([NH:21][C:22]1[CH:23]=[N:24][CH:25]=[CH:26][C:27]=1[N:28]1[CH2:33][C@H:32]([CH3:34])[CH2:31][C@H:30]([NH2:35])[CH2:29]1)=[O:20].